This data is from CYP2C9 inhibition data for predicting drug metabolism from PubChem BioAssay. The task is: Regression/Classification. Given a drug SMILES string, predict its absorption, distribution, metabolism, or excretion properties. Task type varies by dataset: regression for continuous measurements (e.g., permeability, clearance, half-life) or binary classification for categorical outcomes (e.g., BBB penetration, CYP inhibition). Dataset: cyp2c9_veith. (1) The molecule is CN(CC(=O)Nc1ccc(F)c(F)c1)S(=O)(=O)c1cccc2nsnc12. The result is 1 (inhibitor). (2) The compound is Cc1ccccc1-c1nc(-n2ccnc2)c2ccccc2n1. The result is 0 (non-inhibitor). (3) The compound is Cc1nc2ccccc2nc1N1CCCC1. The result is 0 (non-inhibitor).